Task: Predict the reactants needed to synthesize the given product.. Dataset: Full USPTO retrosynthesis dataset with 1.9M reactions from patents (1976-2016) Given the product [F:1][C:2]1[C:10]([O:11][CH3:12])=[C:9]([O:13][CH3:14])[CH:8]=[C:7]2[C:3]=1[C:4](=[O:5])[NH:18][C:16](=[O:17])[NH:15]2, predict the reactants needed to synthesize it. The reactants are: [F:1][C:2]1[C:10]([O:11][CH3:12])=[C:9]([O:13][CH3:14])[CH:8]=[C:7]([NH:15][C:16]([NH2:18])=[O:17])[C:3]=1[C:4](N)=[O:5].Cl.